From a dataset of Forward reaction prediction with 1.9M reactions from USPTO patents (1976-2016). Predict the product of the given reaction. (1) Given the reactants [CH3:1][C:2]1[N:3]=[CH:4][N:5]([CH2:7][CH2:8][CH2:9][NH2:10])[CH:6]=1.[CH2:11]([O:13][C:14]1[CH:19]=[CH:18][C:17]([N:20]=[C:21]=[S:22])=[CH:16][CH:15]=1)[CH3:12], predict the reaction product. The product is: [CH2:11]([O:13][C:14]1[CH:19]=[CH:18][C:17]([NH:20][C:21]([NH:10][CH2:9][CH2:8][CH2:7][N:5]2[CH:6]=[C:2]([CH3:1])[N:3]=[CH:4]2)=[S:22])=[CH:16][CH:15]=1)[CH3:12]. (2) The product is: [CH3:1][O:2][C:3]([C:5]1[CH:13]=[C:12]2[C:8]([C:9]([C:14](=[O:16])[CH3:15])=[CH:10][N:11]2[CH2:34][C:35]([OH:37])=[O:36])=[CH:7][CH:6]=1)=[O:4]. Given the reactants [CH3:1][O:2][C:3]([C:5]1[CH:13]=[C:12]2[C:8]([C:9]([C:14](=[O:16])[CH3:15])=[CH:10][NH:11]2)=[CH:7][CH:6]=1)=[O:4].C(C1C2C(=CC=C(OC(F)(F)F)C=2)N([CH2:34][C:35]([OH:37])=[O:36])C=1)(=O)C, predict the reaction product. (3) The product is: [NH2:16][C:15]1[C:12](=[N:11][NH:10][C:8]2[S:9][C:5]3[CH:4]=[C:3]([O:24][CH3:19])[CH:18]=[CH:17][C:6]=3[N:7]=2)[C:13]([NH2:14])=[N:26][N:25]=1. Given the reactants CO[C:3]1[CH:18]=[CH:17][C:6]2[N:7]=[C:8]([NH:10][N:11]=[C:12]([C:15]#[N:16])[C:13]#[N:14])[S:9][C:5]=2[CH:4]=1.[C:19](#N)CC#N.[OH2:24].[NH2:25][NH2:26], predict the reaction product. (4) Given the reactants [OH:1][C:2]1[CH:3]=[CH:4][C:5]2[C:6](=[O:17])[C:7]3[C:12]([O:13][C:14]=2[C:15]=1[OH:16])=[CH:11][CH:10]=[CH:9][CH:8]=3.C([O-])([O-])=O.[K+].[K+].[CH2:24](Br)[CH:25]=[CH2:26].Cl.[CH3:29][C:30]([CH3:32])=O, predict the reaction product. The product is: [CH2:24]([O:1][C:2]1[CH:3]=[CH:4][C:5]2[C:6](=[O:17])[C:7]3[C:12]([O:13][C:14]=2[C:15]=1[O:16][CH2:32][CH:30]=[CH2:29])=[CH:11][CH:10]=[CH:9][CH:8]=3)[CH:25]=[CH2:26]. (5) Given the reactants [CH3:1][O:2][C:3]1[CH:8]=[CH:7][C:6]([NH:9][C:10](=[O:19])[CH2:11][C:12]([CH3:18])([CH3:17])[CH2:13][C:14]([OH:16])=O)=[CH:5][CH:4]=1.S(Cl)(Cl)=O, predict the reaction product. The product is: [CH3:1][O:2][C:3]1[CH:8]=[CH:7][C:6]([N:9]2[C:10](=[O:19])[CH2:11][C:12]([CH3:18])([CH3:17])[CH2:13][C:14]2=[O:16])=[CH:5][CH:4]=1. (6) Given the reactants [CH3:1][O:2][C:3]1[N:8]=[C:7](Cl)[N:6]=[C:5]([Cl:10])[N:4]=1.CC(N)COCC(OCC(OCC(N)C)C)C.C(=O)([O-])[O-].[Na+].[Na+], predict the reaction product. The product is: [Cl:10][C:5]1[N:4]=[C:3]([O:2][CH3:1])[N:8]=[CH:7][N:6]=1. (7) Given the reactants Br[C:2]1[CH:3]=[N:4][CH:5]=[C:6]([C:8]([F:11])([F:10])[F:9])[CH:7]=1.[NH4+].[OH-].[CH3:14][N:15](C=O)C, predict the reaction product. The product is: [F:9][C:8]([F:11])([F:10])[C:6]1[CH:5]=[N:4][CH:3]=[C:2]([CH:7]=1)[C:14]#[N:15]. (8) Given the reactants [CH:1]1([N:7]2[CH2:13][C:12]([F:15])([F:14])[C:11](=[O:16])[N:10]([CH3:17])[C:9]3[CH:18]=[N:19][C:20]([NH:22][C:23]4[CH:31]=[CH:30][C:26]([C:27]([OH:29])=O)=[CH:25][C:24]=4[O:32][CH3:33])=[N:21][C:8]2=3)[CH2:6][CH2:5][CH2:4][CH2:3][CH2:2]1.CN(C(ON1N=[N:49][C:44]2[CH:45]=C[CH:47]=[N:48][C:43]1=2)=[N+](C)C)C.F[P-](F)(F)(F)(F)F.Cl.CN1CC(N)C1, predict the reaction product. The product is: [CH:1]1([N:7]2[CH2:13][C:12]([F:15])([F:14])[C:11](=[O:16])[N:10]([CH3:17])[C:9]3[CH:18]=[N:19][C:20]([NH:22][C:23]4[CH:31]=[CH:30][C:26]([C:27]([NH:49][CH:44]5[CH2:43][N:48]([CH3:47])[CH2:45]5)=[O:29])=[CH:25][C:24]=4[O:32][CH3:33])=[N:21][C:8]2=3)[CH2:2][CH2:3][CH2:4][CH2:5][CH2:6]1. (9) Given the reactants Cl.[NH2:2][C@@H:3]1[C:11]2[C:6](=[C:7]([C:12]3[S:16][N:15]=[C:14]([C:17]4[CH:18]=[CH:19][C:20]([O:25][CH:26]([CH3:28])[CH3:27])=[C:21]([CH:24]=4)[C:22]#[N:23])[N:13]=3)[CH:8]=[CH:9][CH:10]=2)[CH2:5][CH2:4]1.[S:29](N)([NH2:32])(=[O:31])=[O:30], predict the reaction product. The product is: [C:22]([C:21]1[CH:24]=[C:17]([C:14]2[N:13]=[C:12]([C:7]3[CH:8]=[CH:9][CH:10]=[C:11]4[C:6]=3[CH2:5][CH2:4][C@@H:3]4[NH:2][S:29]([NH2:32])(=[O:31])=[O:30])[S:16][N:15]=2)[CH:18]=[CH:19][C:20]=1[O:25][CH:26]([CH3:28])[CH3:27])#[N:23]. (10) Given the reactants Cl.[O:2]1[C:6]2([CH2:11][CH2:10][CH:9]([CH:12]([NH2:15])[CH2:13][CH3:14])[CH2:8][CH2:7]2)[O:5][CH2:4][CH2:3]1.[C:16](Cl)(=[O:19])[O:17][CH3:18], predict the reaction product. The product is: [O:2]1[C:6]2([CH2:11][CH2:10][CH:9]([CH:12]([NH:15][C:16](=[O:19])[O:17][CH3:18])[CH2:13][CH3:14])[CH2:8][CH2:7]2)[O:5][CH2:4][CH2:3]1.